Dataset: Full USPTO retrosynthesis dataset with 1.9M reactions from patents (1976-2016). Task: Predict the reactants needed to synthesize the given product. Given the product [ClH:28].[F:1][C:2]1[CH:27]=[CH:26][CH:25]=[CH:24][C:3]=1[O:4][C:5]1[CH:6]=[N:7][C:8]([N:11]2[CH2:12][CH2:13][NH:14][CH2:15][CH2:16]2)=[N:9][CH:10]=1, predict the reactants needed to synthesize it. The reactants are: [F:1][C:2]1[CH:27]=[CH:26][CH:25]=[CH:24][C:3]=1[O:4][C:5]1[CH:6]=[N:7][C:8]([N:11]2[CH2:16][CH2:15][N:14](C(OC(C)(C)C)=O)[CH2:13][CH2:12]2)=[N:9][CH:10]=1.[ClH:28].O1CCOCC1.